The task is: Predict the reaction yield, written as a fraction of the theoretical maximum amount of product (1.0 means a 100% yield; for example, 0.34 means a 34% yield).. This data is from Reaction yield outcomes from USPTO patents with 853,638 reactions. (1) The reactants are [Cl:1][C:2]1[C:3]([F:21])=[C:4]([C:14]2[N:19]=[CH:18][N:17]=[C:16]([OH:20])[CH:15]=2)[C:5]([N:8]2[CH:12]=[C:11]([Cl:13])[N:10]=[N:9]2)=[CH:6][CH:7]=1.[CH3:22][C@@H:23]1[CH2:39][CH2:38][CH2:37][C@H:36](NC(=O)OCC2C=CC=CC=2)[C:35]2[CH:51]=[C:31]([CH:32]=[CH:33][N:34]=2)[C:30]2[N:29]([CH2:52][O:53][CH2:54][CH2:55][Si:56]([CH3:59])([CH3:58])[CH3:57])[N:28]=[CH:27][C:26]=2[NH:25][C:24]1=[O:60]. No catalyst specified. The product is [Cl:1][C:2]1[C:3]([F:21])=[C:4]([C:14]2[N:19]=[CH:18][N:17]([C@@H:36]3[C:35]4[CH:51]=[C:31]([CH:32]=[CH:33][N:34]=4)[C:30]4[N:29]([CH2:52][O:53][CH2:54][CH2:55][Si:56]([CH3:58])([CH3:57])[CH3:59])[N:28]=[CH:27][C:26]=4[NH:25][C:24](=[O:60])[C@H:23]([CH3:22])[CH2:39][CH2:38][CH2:37]3)[C:16](=[O:20])[CH:15]=2)[C:5]([N:8]2[CH:12]=[C:11]([Cl:13])[N:10]=[N:9]2)=[CH:6][CH:7]=1. The yield is 0.140. (2) The reactants are [Cl:1][C:2]1[CH:7]=[CH:6][CH:5]=[CH:4][C:3]=1[N:8]1[C:12]([C:13]2[CH:14]=[C:15]([OH:19])[CH:16]=[CH:17][CH:18]=2)=[CH:11][C:10]([C:20]([F:23])([F:22])[F:21])=[N:9]1.C([O-])([O-])=O.[K+].[K+].Br[CH2:31][C:32]([O:34][CH3:35])=[O:33]. The catalyst is C(#N)C. The product is [Cl:1][C:2]1[CH:7]=[CH:6][CH:5]=[CH:4][C:3]=1[N:8]1[C:12]([C:13]2[CH:14]=[C:15]([CH:16]=[CH:17][CH:18]=2)[O:19][CH2:31][C:32]([O:34][CH3:35])=[O:33])=[CH:11][C:10]([C:20]([F:23])([F:21])[F:22])=[N:9]1. The yield is 0.570. (3) The reactants are [O:1]1[C:5]2([CH2:10][CH2:9][C:8](=[O:11])[CH2:7][CH2:6]2)[O:4][CH2:3][CH2:2]1.[BH4-].[Na+]. The catalyst is CO. The product is [O:1]1[C:5]2([CH2:10][CH2:9][CH:8]([OH:11])[CH2:7][CH2:6]2)[O:4][CH2:3][CH2:2]1. The yield is 0.930. (4) The reactants are [CH3:1][C:2]1[CH:3]=[C:4]([CH3:12])[C:5]2[O:9][C:8]([NH2:10])=[N:7][C:6]=2[CH:11]=1.[CH3:28][C:23]1([CH3:29])[C:24]([CH3:27])([CH3:26])[O:25][B:21]([B:21]2[O:25][C:24]([CH3:27])([CH3:26])[C:23]([CH3:29])([CH3:28])[O:22]2)[O:22]1.[C:31]([O-])(=O)[CH3:32].[K+].C(Cl)Cl. The catalyst is CN(C=O)C. The product is [CH3:1][C:2]1[CH:3]=[C:4]([CH3:12])[C:5]2[O:9][C:8]([NH:10][C:32]3[CH:31]=[CH:6][C:11]([B:21]4[O:22][C:23]([CH3:28])([CH3:29])[C:24]([CH3:26])([CH3:27])[O:25]4)=[CH:2][CH:1]=3)=[N:7][C:6]=2[CH:11]=1. The yield is 0.770. (5) The reactants are Br[C:2]1[N:6]2[C:7]3[C:12]([N:13]=[C:14](Cl)[C:5]2=[N:4][CH:3]=1)=[CH:11][CH:10]=[CH:9][CH:8]=3.[NH2:16][CH2:17][CH2:18][OH:19].CCN(C(C)C)C(C)C.[CH:29]1([NH:32][C:33]([C:35]2[CH:40]=[CH:39][C:38](B(O)O)=[CH:37][CH:36]=2)=[O:34])[CH2:31][CH2:30]1. The catalyst is C1C=CC(P(C2C=CC=CC=2)[C-]2C=CC=C2)=CC=1.C1C=CC(P(C2C=CC=CC=2)[C-]2C=CC=C2)=CC=1.Cl[Pd]Cl.[Fe+2].C(=O)([O-])[O-].[K+].[K+]. The product is [CH:29]1([NH:32][C:33](=[O:34])[C:35]2[CH:40]=[CH:39][C:38]([C:2]3[N:6]4[C:7]5[C:12]([N:13]=[C:14]([NH:16][CH2:17][CH2:18][OH:19])[C:5]4=[N:4][CH:3]=3)=[CH:11][CH:10]=[CH:9][CH:8]=5)=[CH:37][CH:36]=2)[CH2:30][CH2:31]1. The yield is 0.130. (6) The reactants are [OH:1][C:2]1[C:10]([CH:11]=[O:12])=[C:9]2[C:5]([CH:6]=[N:7][NH:8]2)=[CH:4][CH:3]=1.Cl[CH2:14][C:15]1[CH2:20][CH2:19][CH2:18][CH2:17][C:16]=1[C:21]1[N:25]([CH:26]([CH3:28])[CH3:27])[N:24]=[CH:23][CH:22]=1.C(=O)([O-])[O-].[K+].[K+]. The catalyst is CN(C=O)C.C(OCC)(=O)C.O. The product is [CH:26]([N:25]1[C:21]([C:16]2[CH2:17][CH2:18][CH2:19][CH2:20][C:15]=2[CH2:14][O:1][C:2]2[C:10]([CH:11]=[O:12])=[C:9]3[C:5]([CH:6]=[N:7][NH:8]3)=[CH:4][CH:3]=2)=[CH:22][CH:23]=[N:24]1)([CH3:28])[CH3:27]. The yield is 0.160.